This data is from Catalyst prediction with 721,799 reactions and 888 catalyst types from USPTO. The task is: Predict which catalyst facilitates the given reaction. (1) Reactant: C([N:8]([CH2:16][C:17]1[CH:22]=[CH:21][C:20]([C:23]([NH:25][C@@H:26]([CH2:30][CH2:31][CH2:32][NH:33][CH:34]2[C:43]3[N:42]=[CH:41][CH:40]=[CH:39][C:38]=3[CH2:37][CH2:36][CH2:35]2)[C:27]([OH:29])=[O:28])=[O:24])=[CH:19][N:18]=1)[CH2:9][C:10]1[CH:15]=[CH:14][CH:13]=[CH:12][N:11]=1)(OC(C)(C)C)=O.[ClH:44].O1CCOCC1. Product: [ClH:44].[N:11]1[CH:12]=[CH:13][CH:14]=[CH:15][C:10]=1[CH2:9][NH:8][CH2:16][C:17]1[CH:22]=[CH:21][C:20]([C:23]([NH:25][C@@H:26]([CH2:30][CH2:31][CH2:32][NH:33][CH:34]2[C:43]3[N:42]=[CH:41][CH:40]=[CH:39][C:38]=3[CH2:37][CH2:36][CH2:35]2)[C:27]([OH:29])=[O:28])=[O:24])=[CH:19][N:18]=1. The catalyst class is: 5. (2) Reactant: [Cl:1][C:2]1[CH:7]=[CH:6][C:5]([C:8]([C:16]2[CH:17]=[C:18]3[C:23](=[CH:24][CH:25]=2)[N:22]=[C:21](Cl)[C:20]([C:27]2[CH:32]=[CH:31][CH:30]=[CH:29][CH:28]=2)=[C:19]3[Cl:33])([C:10]2[CH:11]=[N:12][CH:13]=[CH:14][CH:15]=2)[OH:9])=[CH:4][CH:3]=1.CC1(C)C(C)(C)OB([C:42]2[CH:43]=[N:44][CH:45]=[CH:46][CH:47]=2)O1.C([O-])([O-])=O.[K+].[K+].O. Product: [Cl:33][C:19]1[C:18]2[C:23](=[CH:24][CH:25]=[C:16]([C:8]([C:5]3[CH:6]=[CH:7][C:2]([Cl:1])=[CH:3][CH:4]=3)([C:10]3[CH:11]=[N:12][CH:13]=[CH:14][CH:15]=3)[OH:9])[CH:17]=2)[N:22]=[C:21]([C:42]2[CH:43]=[N:44][CH:45]=[CH:46][CH:47]=2)[C:20]=1[C:27]1[CH:28]=[CH:29][CH:30]=[CH:31][CH:32]=1. The catalyst class is: 800. (3) Reactant: C([O:3][C:4](=[O:28])[CH2:5][CH:6]1[C:14]2[C:9](=[C:10]([Br:27])[C:11]([O:16][C:17]3[CH:22]=[CH:21][C:20]([OH:23])=[C:19]([CH:24]([CH3:26])[CH3:25])[CH:18]=3)=[C:12]([Br:15])[CH:13]=2)[CH2:8][CH2:7]1)C.C(=O)([O-])[O-].[K+].[K+].Br[CH2:36][C:37]1[CH:46]=[CH:45][C:40]([C:41]([O:43]C)=[O:42])=[CH:39][CH:38]=1. Product: [Br:27][C:10]1[C:11]([O:16][C:17]2[CH:22]=[CH:21][C:20]([O:23][CH2:36][C:37]3[CH:46]=[CH:45][C:40]([C:41]([OH:43])=[O:42])=[CH:39][CH:38]=3)=[C:19]([CH:24]([CH3:26])[CH3:25])[CH:18]=2)=[C:12]([Br:15])[CH:13]=[C:14]2[C:9]=1[CH2:8][CH2:7][CH:6]2[CH2:5][C:4]([OH:3])=[O:28]. The catalyst class is: 10. (4) The catalyst class is: 2. Product: [CH3:8][CH2:9][CH2:10][CH2:11][CH:12]([CH2:15][CH2:16][CH:17]([O:22][S:23]([O-:26])(=[O:25])=[O:24])[CH2:18][CH:19]([CH3:20])[CH3:21])[CH2:13][CH3:14].[Na+:27].[S:23]([O-:26])(=[O:24])(=[O:22])[CH3:28]. Reactant: C(N(CC)CC)C.[CH3:8][CH2:9][CH2:10][CH2:11][CH:12]([CH2:15][CH2:16][CH:17]([O:22][S:23]([O-:26])(=[O:25])=[O:24])[CH2:18][CH:19]([CH3:21])[CH3:20])[CH2:13][CH3:14].[Na+:27].[CH3:28]CCCCCCCCC1C=CC(OCCO)=CC=1.